From a dataset of NCI-60 drug combinations with 297,098 pairs across 59 cell lines. Regression. Given two drug SMILES strings and cell line genomic features, predict the synergy score measuring deviation from expected non-interaction effect. Drug 1: CN1CCC(CC1)COC2=C(C=C3C(=C2)N=CN=C3NC4=C(C=C(C=C4)Br)F)OC. Drug 2: CCC1(CC2CC(C3=C(CCN(C2)C1)C4=CC=CC=C4N3)(C5=C(C=C6C(=C5)C78CCN9C7C(C=CC9)(C(C(C8N6C=O)(C(=O)OC)O)OC(=O)C)CC)OC)C(=O)OC)O.OS(=O)(=O)O. Cell line: HCT-15. Synergy scores: CSS=16.0, Synergy_ZIP=-0.668, Synergy_Bliss=-1.74, Synergy_Loewe=-3.45, Synergy_HSA=-3.22.